This data is from Peptide-MHC class I binding affinity with 185,985 pairs from IEDB/IMGT. The task is: Regression. Given a peptide amino acid sequence and an MHC pseudo amino acid sequence, predict their binding affinity value. This is MHC class I binding data. (1) The peptide sequence is RMLINRFTMR. The MHC is HLA-A03:01 with pseudo-sequence HLA-A03:01. The binding affinity (normalized) is 0.588. (2) The peptide sequence is YTMADLVYA. The MHC is HLA-A02:06 with pseudo-sequence HLA-A02:06. The binding affinity (normalized) is 1.00.